From a dataset of Forward reaction prediction with 1.9M reactions from USPTO patents (1976-2016). Predict the product of the given reaction. (1) Given the reactants [Cl:1][C:2]1[CH:11]=[C:10]([OH:12])[CH:9]=[CH:8][C:3]=1[C:4]([O:6][CH3:7])=[O:5].Br[CH:14]([CH3:16])[CH3:15].C(=O)([O-])[O-].[K+].[K+], predict the reaction product. The product is: [Cl:1][C:2]1[CH:11]=[C:10]([O:12][CH:14]([CH3:16])[CH3:15])[CH:9]=[CH:8][C:3]=1[C:4]([O:6][CH3:7])=[O:5]. (2) Given the reactants [OH-].[Na+].[CH3:3][CH2:4][N+:5]([CH2:15][C:16]([NH:18][C:19]1[C:24]([CH3:25])=[CH:23][CH:22]=[CH:21][C:20]=1[CH3:26])=[O:17])([CH2:8][C:9]1[CH:14]=[CH:13][CH:12]=[CH:11][CH:10]=1)[CH2:6][CH3:7].[Cl-], predict the reaction product. The product is: [OH-:17].[CH3:25][C:24]1[CH:23]=[CH:22][CH:21]=[C:20]([CH3:26])[C:19]=1[NH:18][C:16](=[O:17])[CH2:15][N+:5]([CH2:4][CH3:3])([CH2:6][CH3:7])[CH2:8][C:9]1[CH:10]=[CH:11][CH:12]=[CH:13][CH:14]=1. (3) Given the reactants [O:1]1[C:5]2[CH:6]=[CH:7][CH:8]=[C:9]([CH2:10][CH2:11][NH:12][C:13](=O)[CH3:14])[C:4]=2[O:3][CH2:2]1.O=P12OP3(OP(OP(O3)(O1)=O)(=O)O2)=O, predict the reaction product. The product is: [CH3:14][C:13]1[C:8]2[C:9]([CH2:10][CH2:11][N:12]=1)=[C:4]1[O:3][CH2:2][O:1][C:5]1=[CH:6][CH:7]=2.